Predict the reactants needed to synthesize the given product. From a dataset of Full USPTO retrosynthesis dataset with 1.9M reactions from patents (1976-2016). (1) Given the product [CH2:1]([C@H:8]1[CH2:12][S:11][C:10](=[O:13])[N:9]1[C:47](=[O:48])[CH2:46][CH2:45][CH2:44][N:35]1[C:34](=[O:33])[C:39]2[CH:40]=[CH:41][CH:42]=[CH:43][C:38]=2[N:37]=[N:36]1)[C:2]1[CH:3]=[CH:4][CH:5]=[CH:6][CH:7]=1, predict the reactants needed to synthesize it. The reactants are: [CH2:1]([C@H:8]1[CH2:12][S:11][C:10](=[O:13])[NH:9]1)[C:2]1[CH:7]=[CH:6][CH:5]=[CH:4][CH:3]=1.C(N(CC)CC)C.Cl.CN(C)CCCN=C=NCC.[O:33]=[C:34]1[C:39]2[CH:40]=[CH:41][CH:42]=[CH:43][C:38]=2[N:37]=[N:36][N:35]1[CH2:44][CH2:45][CH2:46][C:47](O)=[O:48]. (2) Given the product [N:35]1[CH:40]=[CH:41][CH:42]=[C:43]([C:2]2[CH:10]=[CH:9][CH:8]=[C:7]3[C:3]=2[C:4]2([CH2:22][O:21][C:20]4[CH:23]=[C:24]5[C:28](=[CH:29][C:19]2=4)[CH2:27][CH2:26][O:25]5)[C:5](=[O:18])[N:6]3[CH2:11][C:12]2[CH:17]=[CH:16][CH:15]=[CH:14][N:13]=2)[CH:44]=1, predict the reactants needed to synthesize it. The reactants are: Br[C:2]1[CH:10]=[CH:9][CH:8]=[C:7]2[C:3]=1[C:4]1([CH2:22][O:21][C:20]3[CH:23]=[C:24]4[C:28](=[CH:29][C:19]1=3)[CH2:27][CH2:26][O:25]4)[C:5](=[O:18])[N:6]2[CH2:11][C:12]1[CH:17]=[CH:16][CH:15]=[CH:14][N:13]=1.BrC1C=CC=C2C=1C1(C3=CC4OCOC=4C=C3OC1)C(=O)[N:35]2[CH2:40][CH2:41][CH2:42][CH2:43][CH3:44].N1C=CC=C(B(O)O)C=1.CN(C)C1N=CC(B(O)O)=CC=1. (3) Given the product [Br:19][C:20]1[CH:28]=[CH:27][C:23]([C:24]2[N:12]([CH2:11][C@@H:8]3[CH2:9][CH2:10][N:6]([C:4]([CH:1]4[CH2:3][CH2:2]4)=[O:5])[CH2:7]3)[C:13](=[O:18])[CH:14]=[C:15]([CH3:16])[N:26]=2)=[CH:22][CH:21]=1, predict the reactants needed to synthesize it. The reactants are: [CH:1]1([C:4]([N:6]2[CH2:10][CH2:9][C@@H:8]([CH2:11][NH:12][C:13](=[O:18])[CH2:14][C:15](=O)[CH3:16])[CH2:7]2)=[O:5])[CH2:3][CH2:2]1.[Br:19][C:20]1[CH:28]=[CH:27][C:23]([C:24]([NH2:26])=O)=[CH:22][CH:21]=1.